From a dataset of Forward reaction prediction with 1.9M reactions from USPTO patents (1976-2016). Predict the product of the given reaction. (1) Given the reactants [CH2:1]([N:8]([CH2:12][C:13]1[CH:18]=[C:17]([C:19]([F:22])([F:21])[F:20])[CH:16]=[CH:15][C:14]=1B1OC(C)(C)C(C)(C)O1)[C:9](=[O:11])[CH3:10])[C:2]1[CH:7]=[CH:6][CH:5]=[CH:4][CH:3]=1.C([O:34][C:35](=[O:44])[CH2:36][C:37]1[CH:38]=[N:39][CH:40]=[C:41](Br)[CH:42]=1)C, predict the reaction product. The product is: [C:9]([N:8]([CH2:12][C:13]1[CH:18]=[C:17]([C:19]([F:22])([F:21])[F:20])[CH:16]=[CH:15][C:14]=1[C:41]1[CH:42]=[C:37]([CH2:36][C:35]([OH:44])=[O:34])[CH:38]=[N:39][CH:40]=1)[CH2:1][C:2]1[CH:7]=[CH:6][CH:5]=[CH:4][CH:3]=1)(=[O:11])[CH3:10]. (2) Given the reactants [F:1][C:2]1[CH:10]=[C:9]2[C:5]([CH:6]([CH2:11][CH:12]3[CH2:17][O:16][CH2:15][CH2:14][NH:13]3)[CH2:7][NH:8]2)=[CH:4][CH:3]=1, predict the reaction product. The product is: [F:1][C:2]1[CH:10]=[C:9]2[C:5]([C:6]([CH2:11][CH:12]3[CH2:17][O:16][CH2:15][CH2:14][NH:13]3)=[CH:7][NH:8]2)=[CH:4][CH:3]=1. (3) The product is: [Si:16]([O:15][CH2:14][C@@H:13]([CH3:23])[CH2:12][N:7]1[C:8]2[C:4](=[CH:3][C:2]([CH3:1])=[CH:10][CH:9]=2)[CH:5]=[N:6]1)([C:19]([CH3:20])([CH3:21])[CH3:22])([CH3:17])[CH3:18]. Given the reactants [CH3:1][C:2]1[CH:3]=[C:4]2[C:8](=[CH:9][CH:10]=1)[NH:7][N:6]=[CH:5]2.Br[CH2:12][C@H:13]([CH3:23])[CH2:14][O:15][Si:16]([C:19]([CH3:22])([CH3:21])[CH3:20])([CH3:18])[CH3:17].O, predict the reaction product. (4) Given the reactants [N:1]1([CH2:6][CH2:7][NH:8][C:9]2[N:14]=[C:13]([C@@H:15]([NH:25][C:26](=[O:44])[CH2:27][N:28]3[C:36]4[C:35]([F:38])([F:37])[CH2:34][CH2:33][C:32]([F:40])([F:39])[C:31]=4[C:30]([CH:41]([F:43])[F:42])=[N:29]3)[CH2:16][C:17]3[CH:22]=[C:21]([F:23])[CH:20]=[C:19]([F:24])[CH:18]=3)[C:12]([C:45]3[CH:46]=[CH:47][C:48]([F:54])=[C:49]([CH:53]=3)[C:50]([NH2:52])=[O:51])=[CH:11][N:10]=2)[CH:5]=[CH:4]N=N1.N1(CCN)CC[CH2:57][CH2:56]1.BrC1C([C@@H](NC(=O)OC(C)(C)C)CC2C=C(F)C=C(F)C=2)=NC(S(C)(=O)=O)=NC=1, predict the reaction product. The product is: [F:42][CH:41]([F:43])[C:30]1[C:31]2[C:32]([F:39])([F:40])[CH2:33][CH2:34][C:35]([F:38])([F:37])[C:36]=2[N:28]([CH2:27][C:26]([NH:25][C@H:15]([C:13]2[C:12]([C:45]3[CH:46]=[CH:47][C:48]([F:54])=[C:49]([CH:53]=3)[C:50]([NH2:52])=[O:51])=[CH:11][N:10]=[C:9]([NH:8][CH2:7][CH2:6][N:1]3[CH2:57][CH2:56][CH2:4][CH2:5]3)[N:14]=2)[CH2:16][C:17]2[CH:18]=[C:19]([F:24])[CH:20]=[C:21]([F:23])[CH:22]=2)=[O:44])[N:29]=1. (5) Given the reactants [H-].[Al+3].[Li+].[H-].[H-].[H-].[C:7]1(=O)[NH:11][C:10](=O)[C@H:9]2[CH2:13][CH:14]=[CH:15][CH2:16][C@@H:8]12, predict the reaction product. The product is: [CH2:10]1[C@@H:9]2[C@@H:8]([CH2:16][CH:15]=[CH:14][CH2:13]2)[CH2:7][NH:11]1. (6) Given the reactants O1CCCC1.C([NH:13][C:14]1[N:19]=[C:18]([NH:20][C@H:21]2[CH2:26][CH2:25][CH2:24][CH2:23][C@H:22]2[NH:27][C:28](=[O:34])[O:29][C:30]([CH3:33])([CH3:32])[CH3:31])[C:17]([F:35])=[CH:16][C:15]=1[C:36]([NH:38][C:39]([C:42]1[CH:47]=[CH:46][CH:45]=[CH:44][CH:43]=1)([CH3:41])[CH3:40])=[O:37])C1C=CC=CC=1.[H][H], predict the reaction product. The product is: [NH2:13][C:14]1[N:19]=[C:18]([NH:20][C@H:21]2[CH2:26][CH2:25][CH2:24][CH2:23][C@H:22]2[NH:27][C:28](=[O:34])[O:29][C:30]([CH3:33])([CH3:31])[CH3:32])[C:17]([F:35])=[CH:16][C:15]=1[C:36]([NH:38][C:39]([C:42]1[CH:43]=[CH:44][CH:45]=[CH:46][CH:47]=1)([CH3:40])[CH3:41])=[O:37].